Dataset: Full USPTO retrosynthesis dataset with 1.9M reactions from patents (1976-2016). Task: Predict the reactants needed to synthesize the given product. (1) Given the product [O:19]=[C:13]1[CH:12]([N:5]2[C:4](=[O:20])[C:3]3[C:7](=[CH:8][CH:9]=[CH:10][C:2]=3[NH:1][C:21](=[O:24])[CH2:22][CH3:23])[C:6]2=[O:11])[CH2:17][CH2:16][C:15](=[O:18])[NH:14]1, predict the reactants needed to synthesize it. The reactants are: [NH2:1][C:2]1[CH:10]=[CH:9][CH:8]=[C:7]2[C:3]=1[C:4](=[O:20])[N:5]([CH:12]1[CH2:17][CH2:16][C:15](=[O:18])[NH:14][C:13]1=[O:19])[C:6]2=[O:11].[C:21](Cl)(=[O:24])[CH2:22][CH3:23]. (2) Given the product [CH3:1][C:2]1[C:11]([CH2:12][C:13]([O:14][CH3:21])=[O:36])=[C:10]([C:15]2[CH:16]=[CH:17][CH:18]=[CH:19][CH:20]=2)[C:9]2[CH2:8][CH2:7][CH2:6][CH2:5][C:4]=2[N:3]=1, predict the reactants needed to synthesize it. The reactants are: [CH3:1][C:2]1[C:11]([CH2:12][CH2:13][OH:14])=[C:10]([C:15]2[CH:20]=[CH:19][CH:18]=[CH:17][CH:16]=2)[C:9]2[CH2:8][CH2:7][CH2:6][CH2:5][C:4]=2[N:3]=1.[C:21](Cl)(Cl)(Cl)Cl.I([O-])(=O)(=O)=O.[Na+].S(Cl)(Cl)=O.[OH2:36]. (3) Given the product [CH2:15]1[CH2:16][CH2:17][C:25]([O:28][O:7][C:1]2([O:8][OH:9])[CH2:6][CH2:5][CH2:4][CH2:3][CH2:2]2)([OH:27])[CH2:26][CH2:14]1.[N+:10]([O-:13])([OH:12])=[O:11], predict the reactants needed to synthesize it. The reactants are: [C:1]1(=[O:7])[CH2:6][CH2:5][CH2:4][CH2:3][CH2:2]1.[OH:8][OH:9].[N+:10]([O-:13])([OH:12])=[O:11].[CH3:14][CH2:15][CH2:16][CH2:17][CH2:14][CH2:15][CH2:16][CH2:17]C(C)C.[C:25]([OH:28])(=[O:27])[CH3:26]. (4) Given the product [CH3:1][O:2][C:3](=[O:35])[C:4]([C:16]1[CH:21]=[CH:20][CH:19]=[C:18]([C:22]2[CH:23]=[C:24]([CH:32]([CH3:33])[CH3:34])[CH:25]=[C:26]3[C:31]=2[N:30]=[CH:29][CH:28]=[CH:27]3)[CH:17]=1)([CH3:36])[CH2:5][C:6]1[CH:11]=[CH:10][C:9]([S:12]([CH3:15])(=[O:14])=[O:13])=[CH:8][CH:7]=1, predict the reactants needed to synthesize it. The reactants are: [CH3:1][O:2][C:3](=[O:35])[CH:4]([C:16]1[CH:21]=[CH:20][CH:19]=[C:18]([C:22]2[CH:23]=[C:24]([CH:32]([CH3:34])[CH3:33])[CH:25]=[C:26]3[C:31]=2[N:30]=[CH:29][CH:28]=[CH:27]3)[CH:17]=1)[CH2:5][C:6]1[CH:11]=[CH:10][C:9]([S:12]([CH3:15])(=[O:14])=[O:13])=[CH:8][CH:7]=1.[CH3:36]C(C)([O-])C.[K+].CI. (5) Given the product [CH2:50]([O:52][C:53]([N:55]1[CH2:56][CH2:57][N:58]([C:13](=[O:15])[C@@H:12]([NH:11][C:9]([O:8][CH2:1][C:2]2[CH:3]=[CH:4][CH:5]=[CH:6][CH:7]=2)=[O:10])[CH2:16][CH:17]([F:19])[F:18])[CH2:59][CH2:60]1)=[O:54])[CH3:51], predict the reactants needed to synthesize it. The reactants are: [CH2:1]([O:8][C:9]([NH:11][C@@H:12]([CH2:16][CH:17]([F:19])[F:18])[C:13]([OH:15])=O)=[O:10])[C:2]1[CH:7]=[CH:6][CH:5]=[CH:4][CH:3]=1.C(N1CCOCC1)C.[B-](F)(F)(F)F.CCOC(C(C#N)=NOC(N(C)C)=[N+](C)C)=O.[CH2:50]([O:52][C:53]([N:55]1[CH2:60][CH2:59][NH:58][CH2:57][CH2:56]1)=[O:54])[CH3:51]. (6) Given the product [ClH:18].[ClH:18].[CH2:1]([N:3]1[CH:7]=[CH:6][N:5]=[C:4]1[CH2:8][S:9][C:10]1[N:15]=[C:14]([OH:16])[CH:13]=[C:12]([CH3:17])[N:11]=1)[CH3:2], predict the reactants needed to synthesize it. The reactants are: [CH2:1]([N:3]1[CH:7]=[CH:6][N:5]=[C:4]1[CH2:8][S:9][C:10]1[N:15]=[C:14]([OH:16])[CH:13]=[C:12]([CH3:17])[N:11]=1)[CH3:2].[ClH:18].O1CCOCC1.